From a dataset of Reaction yield outcomes from USPTO patents with 853,638 reactions. Predict the reaction yield, written as a fraction of the theoretical maximum amount of product (1.0 means a 100% yield; for example, 0.34 means a 34% yield). (1) The reactants are Cl.[C:2]([OH:5])(=[O:4])[CH3:3].O.C(OC(=O)C[C:14]1[CH:19]=[C:18]([Cl:20])[CH:17]=[C:16]([N+:21]([O-:23])=[O:22])[C:15]=1[Cl:24])(C)(C)C. The product is [Cl:20][C:18]1[CH:17]=[C:16]([N+:21]([O-:23])=[O:22])[C:15]([Cl:24])=[CH:14][C:19]=1[CH2:3][C:2]([OH:5])=[O:4]. The yield is 0.900. No catalyst specified. (2) The reactants are Br[CH2:2][C:3]([C:5]1[CH:10]=[CH:9][C:8]([Br:11])=[CH:7][CH:6]=1)=O.[C:12]([CH2:14][C:15]([NH2:17])=[S:16])#[N:13]. No catalyst specified. The product is [Br:11][C:8]1[CH:9]=[CH:10][C:5]([C:3]2[N:17]=[C:15]([CH2:14][C:12]#[N:13])[S:16][CH:2]=2)=[CH:6][CH:7]=1. The yield is 0.480. (3) The catalyst is O1CCOCC1.CO.C([O-])(=O)C.[Pd+2].C([O-])(=O)C. The product is [C:19]1([NH:20][C:2]2[CH:3]=[CH:4][C:5]3[C:14]4[C:9](=[N:10][CH:11]=[CH:12][CH:13]=4)[NH:8][C:7](=[O:15])[C:6]=3[CH:16]=2)[CH:21]=[CH:22][CH:23]=[CH:24][CH:18]=1. The reactants are Cl[C:2]1[CH:3]=[CH:4][C:5]2[C:14]3[C:9](=[N:10][CH:11]=[CH:12][CH:13]=3)[NH:8][C:7](=[O:15])[C:6]=2[CH:16]=1.F[C:18]1[CH:24]=[CH:23][CH:22]=[CH:21][C:19]=1[NH2:20].C1(P(C2CCCCC2)C2C=CC=CC=2C2C(C(C)C)=CC(C(C)C)=CC=2C(C)C)CCCCC1.CC(C)([O-])C.[Na+]. The yield is 0.380. (4) The reactants are [NH:1]([C:10]([O:12][CH2:13][CH:14]1[C:26]2[C:21](=[CH:22][CH:23]=[CH:24][CH:25]=2)[C:20]2[C:15]1=[CH:16][CH:17]=[CH:18][CH:19]=2)=[O:11])[CH2:2][CH2:3][CH2:4][CH2:5][CH2:6][C:7](O)=[O:8].S(Cl)(Cl)=O.[OH:31][C:32]1[CH:40]=[CH:39][C:35]([CH2:36][CH2:37][Cl:38])=[CH:34][CH:33]=1.[Cl-].[Al+3].[Cl-].[Cl-]. The catalyst is ClCCl.[N+](C1C=CC=CC=1)([O-])=O.O. The product is [CH:16]1[C:15]2[CH:14]([CH2:13][O:12][C:10](=[O:11])[NH:1][CH2:2][CH2:3][CH2:4][CH2:5][CH2:6][C:7]([C:40]3[CH:39]=[C:35]([CH2:36][CH2:37][Cl:38])[CH:34]=[CH:33][C:32]=3[OH:31])=[O:8])[C:26]3[C:21](=[CH:22][CH:23]=[CH:24][CH:25]=3)[C:20]=2[CH:19]=[CH:18][CH:17]=1. The yield is 0.340. (5) The reactants are Cl[C:2]1[N:7]2[N:8]=[C:9]([CH3:11])[CH:10]=[C:6]2[N:5]=[C:4]([NH:12][C:13](=[O:24])[C:14]2[CH:19]=[CH:18][C:17]([C:20]([OH:23])([CH3:22])[CH3:21])=[CH:16][CH:15]=2)[CH:3]=1.[Cl:25][C:26]1[CH:27]=[C:28](B(O)O)[CH:29]=[CH:30][C:31]=1[O:32][CH3:33].O1CCOCC1. The catalyst is CO.C1C=CC(P(C2C=CC=CC=2)[C-]2C=CC=C2)=CC=1.C1C=CC(P(C2C=CC=CC=2)[C-]2C=CC=C2)=CC=1.Cl[Pd]Cl.[Fe+2]. The product is [Cl:25][C:26]1[CH:27]=[C:28]([C:2]2[N:7]3[N:8]=[C:9]([CH3:11])[CH:10]=[C:6]3[N:5]=[C:4]([NH:12][C:13](=[O:24])[C:14]3[CH:19]=[CH:18][C:17]([C:20]([OH:23])([CH3:22])[CH3:21])=[CH:16][CH:15]=3)[CH:3]=2)[CH:29]=[CH:30][C:31]=1[O:32][CH3:33]. The yield is 0.200. (6) The reactants are [CH3:1][C:2]1([S:5]([NH:8][C:9]([C@@:11]2([NH:16]C(=O)OC(C)(C)C)[CH2:13][C@H:12]2[CH:14]=[CH2:15])=[O:10])(=[O:7])=[O:6])[CH2:4][CH2:3]1.C([Cl:27])(=O)C. The catalyst is CO. The product is [ClH:27].[NH2:16][C@:11]1([C:9]([NH:8][S:5]([C:2]2([CH3:1])[CH2:4][CH2:3]2)(=[O:7])=[O:6])=[O:10])[CH2:13][C@H:12]1[CH:14]=[CH2:15]. The yield is 1.02. (7) The reactants are [CH:1]1([CH2:6][CH:7]([C:11]2[CH:16]=[CH:15][C:14]([Cl:17])=[C:13]([Cl:18])[CH:12]=2)[C:8]([OH:10])=O)[CH2:5][CH2:4][CH2:3][CH2:2]1.F[P-](F)(F)(F)(F)F.N1(OC(N(C)C)=[N+](C)C)C2C=CC=CC=2N=N1.C(N(CC)C(C)C)(C)C.[NH2:52][C:53]1[N:54]=[N:55][CH:56]=[CH:57][CH:58]=1. The catalyst is CN(C)C=O. The product is [CH:1]1([CH2:6][CH:7]([C:11]2[CH:16]=[CH:15][C:14]([Cl:17])=[C:13]([Cl:18])[CH:12]=2)[C:8]([NH:52][C:53]2[N:54]=[N:55][CH:56]=[CH:57][CH:58]=2)=[O:10])[CH2:2][CH2:3][CH2:4][CH2:5]1. The yield is 0.620.